Predict the product of the given reaction. From a dataset of Forward reaction prediction with 1.9M reactions from USPTO patents (1976-2016). (1) The product is: [Br:1][C:15]1[C:14](=[O:24])[N:13]2[CH:25]([C:28]([NH:30][S:31]([CH3:34])(=[O:32])=[O:33])=[O:29])[CH2:26][S:27][C:12]2=[C:11]([C:6]2[CH:7]=[CH:8][C:9]([F:10])=[C:4]([F:3])[CH:5]=2)[C:16]=1[CH2:17][CH2:18][CH2:19][CH2:20][CH2:21][CH2:22][CH3:23]. Given the reactants [Br:1]Br.[F:3][C:4]1[CH:5]=[C:6]([C:11]2[C:16]([CH2:17][CH2:18][CH2:19][CH2:20][CH2:21][CH2:22][CH3:23])=[CH:15][C:14](=[O:24])[N:13]3[C@H:25]([C:28]([NH:30][S:31]([CH3:34])(=[O:33])=[O:32])=[O:29])[CH2:26][S:27][C:12]=23)[CH:7]=[CH:8][C:9]=1[F:10], predict the reaction product. (2) Given the reactants C(OC(=O)CCC)C.CC(C)=O.[CH3:13][C:14](=O)[CH2:15][C:16](=O)[CH2:17][CH2:18][CH3:19].[C:22]([CH2:24][C:25]([NH2:27])=[O:26])#[N:23].N1CCCCC1, predict the reaction product. The product is: [CH3:13][C:14]1[CH:15]=[C:16]([CH2:17][CH2:18][CH3:19])[NH:27][C:25](=[O:26])[C:24]=1[C:22]#[N:23].